Dataset: Catalyst prediction with 721,799 reactions and 888 catalyst types from USPTO. Task: Predict which catalyst facilitates the given reaction. Reactant: [Cl:1][C:2]1[CH:25]=[C:24]([Cl:26])[CH:23]=[CH:22][C:3]=1[CH2:4][N:5]1[C:9](/[CH:10]=[CH:11]/[C:12](O)=[O:13])=[CH:8][C:7]([O:15][CH:16]2[CH2:21][CH2:20][O:19][CH2:18][CH2:17]2)=[N:6]1.[CH3:27][CH:28]([CH3:35])[CH2:29][CH2:30][S:31]([NH2:34])(=[O:33])=[O:32].N12CCCN=C1CCCCC2. Product: [Cl:1][C:2]1[CH:25]=[C:24]([Cl:26])[CH:23]=[CH:22][C:3]=1[CH2:4][N:5]1[C:9](/[CH:10]=[CH:11]/[C:12]([NH:34][S:31]([CH2:30][CH2:29][CH:28]([CH3:35])[CH3:27])(=[O:33])=[O:32])=[O:13])=[CH:8][C:7]([O:15][CH:16]2[CH2:17][CH2:18][O:19][CH2:20][CH2:21]2)=[N:6]1. The catalyst class is: 9.